Dataset: Retrosynthesis with 50K atom-mapped reactions and 10 reaction types from USPTO. Task: Predict the reactants needed to synthesize the given product. (1) The reactants are: O=C(O)c1cccc2[nH]c(=S)sc12. Given the product OCc1cccc2[nH]c(=S)sc12, predict the reactants needed to synthesize it. (2) Given the product CC(C)C(=O)Nc1cccc(C2CCN(CC[C@H](NS(=O)(=O)c3cc(Cl)ccc3Cl)c3ccccc3)CC2)c1, predict the reactants needed to synthesize it. The reactants are: CC(C)C(=O)Nc1cccc(C2CCN(CC[C@H](N)c3ccccc3)CC2)c1.O=S(=O)(Cl)c1cc(Cl)ccc1Cl. (3) Given the product CC(=O)Nc1ccc(S(=O)(=O)N2CC[C@H](N(Cc3ccccc3Cl)c3ccc(C#N)c(Cl)c3)C2)c(C)c1, predict the reactants needed to synthesize it. The reactants are: CC(=O)Nc1ccc(S(=O)(=O)Cl)c(C)c1.N#Cc1ccc(N(Cc2ccccc2Cl)[C@H]2CCNC2)cc1Cl. (4) Given the product Cc1cccc(C2=C(c3ccc(S(C)(=O)=O)cc3)CC(CN(C)C)C2O)c1, predict the reactants needed to synthesize it. The reactants are: Cc1cccc(C2=C(c3ccc(S(C)(=O)=O)cc3)CC(CN(C)C)C2=O)c1. (5) Given the product Cc1c[nH]c2c(/C=C/C(=O)O)cccc12, predict the reactants needed to synthesize it. The reactants are: COC(=O)/C=C/c1cccc2c(C)c[nH]c12. (6) The reactants are: CCOC(=O)C[C@H](NC(=O)c1ccc(-c2ccc(OC)cc2)cc1N)C(=O)OCc1ccccc1.Cc1cc(Br)cc(C)c1N=C=O. Given the product CCOC(=O)C[C@H](NC(=O)c1ccc(-c2ccc(OC)cc2)cc1NC(=O)Nc1c(C)cc(Br)cc1C)C(=O)OCc1ccccc1, predict the reactants needed to synthesize it.